From a dataset of Forward reaction prediction with 1.9M reactions from USPTO patents (1976-2016). Predict the product of the given reaction. (1) Given the reactants [C:1](/[CH:3]=[CH:4]/[C:5]1[CH:6]=[C:7]2[C:12](=[CH:13][CH:14]=1)[C@H:11]([NH:15][C:16](=[O:35])[CH2:17][C@@H:18]1[C:23](=[O:24])[NH:22][CH2:21][CH2:20][N:19]1[S:25]([C:28]1[CH:34]=[CH:33][C:31]([CH3:32])=[CH:30][CH:29]=1)(=[O:27])=[O:26])[CH2:10][CH2:9][CH2:8]2)#[N:2].C(Cl)(Cl)Cl, predict the reaction product. The product is: [NH2:2][CH2:1][CH2:3][CH2:4][C:5]1[CH:6]=[C:7]2[C:12](=[CH:13][CH:14]=1)[C@H:11]([NH:15][C:16](=[O:35])[CH2:17][C@@H:18]1[C:23](=[O:24])[NH:22][CH2:21][CH2:20][N:19]1[S:25]([C:28]1[CH:29]=[CH:30][C:31]([CH3:32])=[CH:33][CH:34]=1)(=[O:27])=[O:26])[CH2:10][CH2:9][CH2:8]2. (2) Given the reactants [Br:1][C:2]1[CH:3]=[C:4]2[C:10]([C:11]3[NH:12][N:13]=[CH:14][CH:15]=3)=[CH:9][NH:8][C:5]2=[N:6][CH:7]=1.[OH-:16].C([N+]([CH2:30][CH2:31][CH2:32][CH3:33])(CCCC)CCCC)CCC.[OH-:34].[K+].[C:36]1([CH3:46])[CH:41]=[CH:40][C:39]([S:42](Cl)(=[O:44])=[O:43])=[CH:38][CH:37]=1, predict the reaction product. The product is: [Br:1][C:2]1[CH:3]=[C:4]2[C:10]([C:11]3[N:12]([S:42]([C:39]4[CH:40]=[CH:41][C:36]([CH3:46])=[CH:37][CH:38]=4)(=[O:44])=[O:43])[N:13]=[CH:14][CH:15]=3)=[CH:9][N:8]([S:42]([C:39]3[CH:30]=[CH:31][C:32]([CH3:33])=[CH:37][CH:38]=3)(=[O:34])=[O:16])[C:5]2=[N:6][CH:7]=1. (3) Given the reactants [CH3:1][C:2]([CH3:37])([CH3:36])[CH2:3][C:4]1[N:9]=[C:8]([CH2:10][O:11][C:12]2[N:17]=[CH:16][N:15]=[C:14]([CH2:18][CH2:19][C:20]([O:22]CC)=[O:21])[C:13]=2[O:25][CH3:26])[CH:7]=[CH:6][C:5]=1[C:27]1[CH:32]=[C:31]([O:33][CH3:34])[CH:30]=[CH:29][C:28]=1[F:35].O.O.[OH-].[Li+], predict the reaction product. The product is: [CH3:1][C:2]([CH3:37])([CH3:36])[CH2:3][C:4]1[N:9]=[C:8]([CH2:10][O:11][C:12]2[N:17]=[CH:16][N:15]=[C:14]([CH2:18][CH2:19][C:20]([OH:22])=[O:21])[C:13]=2[O:25][CH3:26])[CH:7]=[CH:6][C:5]=1[C:27]1[CH:32]=[C:31]([O:33][CH3:34])[CH:30]=[CH:29][C:28]=1[F:35]. (4) The product is: [CH3:1][O:2][C:3]1[CH:4]=[C:5]2[C:10](=[CH:11][C:12]=1[O:13][CH3:14])[N:9]=[CH:8][N:7]=[C:6]2[O:15][C:16]1[CH:22]=[CH:21][C:19]([NH:20][C:31]([NH:30][C:27]2[CH:28]=[CH:29][C:24]([F:23])=[CH:25][CH:26]=2)=[O:32])=[CH:18][CH:17]=1. Given the reactants [CH3:1][O:2][C:3]1[CH:4]=[C:5]2[C:10](=[CH:11][C:12]=1[O:13][CH3:14])[N:9]=[CH:8][N:7]=[C:6]2[O:15][C:16]1[CH:22]=[CH:21][C:19]([NH2:20])=[CH:18][CH:17]=1.[F:23][C:24]1[CH:29]=[CH:28][C:27]([N:30]=[C:31]=[O:32])=[CH:26][CH:25]=1.CO, predict the reaction product. (5) Given the reactants [F:1][C:2]1[CH:3]=[C:4]([CH:20]=[CH:21][CH:22]=1)[O:5][CH2:6][CH:7]1[CH2:12][CH2:11][CH2:10][N:9]([C:13](OC(C)(C)C)=O)[CH2:8]1.ClC1[N:45]=[CH:44][C:43]([Cl:46])=[CH:42][C:25]=1[C:26]([NH:28][C:29]1([C:32]2[CH:41]=[CH:40][C:35]([C:36]([O:38][CH3:39])=[O:37])=[CH:34][CH:33]=2)[CH2:31][CH2:30]1)=[O:27], predict the reaction product. The product is: [Cl:46][C:43]1[CH:44]=[N:45][C:13]([N:9]2[CH2:10][CH2:11][CH2:12][CH:7]([CH2:6][O:5][C:4]3[CH:20]=[CH:21][CH:22]=[C:2]([F:1])[CH:3]=3)[CH2:8]2)=[C:25]([CH:42]=1)[C:26]([NH:28][C:29]1([C:32]2[CH:33]=[CH:34][C:35]([C:36]([O:38][CH3:39])=[O:37])=[CH:40][CH:41]=2)[CH2:31][CH2:30]1)=[O:27]. (6) Given the reactants [NH2:1][C@@H:2]1[CH2:6][N:5](C(OC(C)(C)C)=O)[C@H:4]([C:14]([N:16]2[CH2:20][CH2:19][CH2:18][C@H:17]2[C:21]#[N:22])=[O:15])[CH2:3]1.[ClH:23].O1CCOCC1, predict the reaction product. The product is: [ClH:23].[ClH:23].[NH2:1][C@@H:2]1[CH2:6][NH:5][C@H:4]([C:14]([N:16]2[CH2:20][CH2:19][CH2:18][C@H:17]2[C:21]#[N:22])=[O:15])[CH2:3]1. (7) Given the reactants [F:1][C:2]1[C:11]([CH3:12])=[CH:10][CH:9]=[CH:8][C:3]=1[C:4]([O:6][CH3:7])=[O:5].[Br:13]N1C(=O)CCC1=O, predict the reaction product. The product is: [Br:13][CH2:12][C:11]1[C:2]([F:1])=[C:3]([CH:8]=[CH:9][CH:10]=1)[C:4]([O:6][CH3:7])=[O:5]. (8) Given the reactants Cl[CH2:2][C:3]1[CH:21]=[CH:20][C:6]([O:7][CH2:8][C:9]2[N:10]=[C:11]([C:15]3[O:16][CH:17]=[CH:18][CH:19]=3)[O:12][C:13]=2[CH3:14])=[C:5]([O:22][CH3:23])[CH:4]=1.[OH:24][C:25]1[CH:29]=[C:28]([CH2:30][CH2:31][P:32](=[O:39])([O:36][CH2:37][CH3:38])[O:33][CH2:34][CH3:35])[N:27]([C:40]2[CH:45]=[CH:44][CH:43]=[CH:42][CH:41]=2)[N:26]=1.CN(C)C=O.[H-].[Na+], predict the reaction product. The product is: [O:16]1[CH:17]=[CH:18][CH:19]=[C:15]1[C:11]1[O:12][C:13]([CH3:14])=[C:9]([CH2:8][O:7][C:6]2[CH:20]=[CH:21][C:3]([CH2:2][O:24][C:25]3[CH:29]=[C:28]([CH2:30][CH2:31][P:32](=[O:39])([O:33][CH2:34][CH3:35])[O:36][CH2:37][CH3:38])[N:27]([C:40]4[CH:45]=[CH:44][CH:43]=[CH:42][CH:41]=4)[N:26]=3)=[CH:4][C:5]=2[O:22][CH3:23])[N:10]=1. (9) Given the reactants [CH:1]1([N:6]2[C:15]3[N:14]=[C:13]([NH:16][C:17]4[CH:22]=[CH:21][C:20]([C:23](=[O:26])[NH:24][CH3:25])=[CH:19][C:18]=4[O:27][CH3:28])[N:12]=[CH:11][C:10]=3[N:9]3[CH:29]=[N:30][C:31]([C:32]([OH:34])=[O:33])=[C:8]3[C@H:7]2[CH2:35][CH3:36])[CH2:5][CH2:4][CH2:3][CH2:2]1.C(N1C=CN=C1)(N1C=CN=C1)=O.[CH2:49](O)[CH:50]=[CH2:51], predict the reaction product. The product is: [CH:1]1([N:6]2[C:15]3[N:14]=[C:13]([NH:16][C:17]4[CH:22]=[CH:21][C:20]([C:23](=[O:26])[NH:24][CH3:25])=[CH:19][C:18]=4[O:27][CH3:28])[N:12]=[CH:11][C:10]=3[N:9]3[CH:29]=[N:30][C:31]([C:32]([O:34][CH2:51][CH:50]=[CH2:49])=[O:33])=[C:8]3[C@H:7]2[CH2:35][CH3:36])[CH2:2][CH2:3][CH2:4][CH2:5]1.